Dataset: CYP3A4 substrate classification data from Carbon-Mangels et al.. Task: Regression/Classification. Given a drug SMILES string, predict its absorption, distribution, metabolism, or excretion properties. Task type varies by dataset: regression for continuous measurements (e.g., permeability, clearance, half-life) or binary classification for categorical outcomes (e.g., BBB penetration, CYP inhibition). Dataset: cyp3a4_substrate_carbonmangels. (1) The molecule is Cc1c(N(C)C)c(=O)n(-c2ccccc2)n1C. The result is 1 (substrate). (2) The drug is CN[C@@H](C)Cc1ccccc1. The result is 0 (non-substrate). (3) The drug is Cc1cccc(C)c1NC(=O)[C@H](C)N. The result is 0 (non-substrate). (4) The drug is Clc1ccc(CO[C@@H](Cn2ccnc2)c2ccc(Cl)cc2Cl)cc1. The result is 0 (non-substrate). (5) The drug is c1ccc2[nH]c(-c3cscn3)nc2c1. The result is 0 (non-substrate). (6) The molecule is CNCCCC12CCC(c3ccccc31)c1ccccc12. The result is 0 (non-substrate). (7) The compound is CN1CC[C@@]23CCCC[C@@H]2[C@@H]1Cc1ccc(O)cc13. The result is 1 (substrate). (8) The drug is CCCC(C(=O)OCCN(CC)CC)(c1ccccc1)c1ccccc1. The result is 0 (non-substrate). (9) The compound is NC1=NC[C@@H]2c3ccccc3Cc3ccccc3N12. The result is 1 (substrate). (10) The drug is CC(C)(C)c1cc(C[C@H]2SCNC2=O)cc(C(C)(C)C)c1O. The result is 1 (substrate).